This data is from Full USPTO retrosynthesis dataset with 1.9M reactions from patents (1976-2016). The task is: Predict the reactants needed to synthesize the given product. (1) Given the product [O:28]=[C:23]1[CH2:24][CH2:25][C:26](=[O:27])[N:22]1[O:18][C:16](=[O:17])[CH2:15][CH2:14][CH2:13][CH2:12][CH2:11][CH2:10][CH2:9][O:1][N:2]=[C:3]([O:5][CH2:6][CH3:7])[CH3:4], predict the reactants needed to synthesize it. The reactants are: [OH:1][N:2]=[C:3]([O:5][CH2:6][CH3:7])[CH3:4].Br[CH2:9][CH2:10][CH2:11][CH2:12][CH2:13][CH2:14][CH2:15][C:16]([OH:18])=[O:17].[OH-].[Na+].O[N:22]1[C:26](=[O:27])[CH2:25][CH2:24][C:23]1=[O:28].C1CCC(N=C=NC2CCCCC2)CC1. (2) Given the product [CH3:15][O:14][C:12]1[C:11]([O:16][CH2:17][C:18]2[CH:19]=[CH:20][CH:21]=[CH:22][CH:23]=2)=[CH:10][C:9]2[N:24]=[CH:28][C@@H:4]3[CH2:3][C:2](=[CH2:1])[CH2:6][N:5]3[C:7](=[O:27])[C:8]=2[CH:13]=1, predict the reactants needed to synthesize it. The reactants are: [CH2:1]=[C:2]1[CH2:6][N:5]([C:7](=[O:27])[C:8]2[CH:13]=[C:12]([O:14][CH3:15])[C:11]([O:16][CH2:17][C:18]3[CH:23]=[CH:22][CH:21]=[CH:20][CH:19]=3)=[CH:10][C:9]=2[N+:24]([O-])=O)[C@H:4]([CH:28]=O)[CH2:3]1.S(S([O-])=O)([O-])=O.[Na+].[Na+].C(Cl)Cl.CO.C(Cl)(C)=O. (3) Given the product [C:1]([C:3]1[CH:4]=[C:5]([CH:9]=[CH:10][CH:11]=1)[C:6]([OH:8])=[O:7])(=[S:14])[NH2:2], predict the reactants needed to synthesize it. The reactants are: [C:1]([C:3]1[CH:4]=[C:5]([CH:9]=[CH:10][CH:11]=1)[C:6]([OH:8])=[O:7])#[N:2].C([S:14]P(=S)(O)OCC)C.O. (4) Given the product [C:7]([C:5]1[O:6][C:2]([C:75]2[CH:80]=[CH:79][C:78]([N:81]3[CH2:86][CH2:85][S:84](=[NH:104])(=[O:88])[CH2:83][CH2:82]3)=[CH:77][CH:76]=2)=[C:3]([C@@H:11]2[CH2:16][CH2:15][C@H:14]([F:17])[CH2:13][C@H:12]2[C:18]([O:20][CH3:21])=[O:19])[N:4]=1)([CH3:10])([CH3:9])[CH3:8], predict the reactants needed to synthesize it. The reactants are: Br[C:2]1[O:6][C:5]([C:7]([CH3:10])([CH3:9])[CH3:8])=[N:4][C:3]=1[C@@H:11]1[CH2:16][CH2:15][C@H:14]([F:17])[CH2:13][C@H:12]1[C:18]([O:20][CH3:21])=[O:19].C1C=C(S([O-])(=O)=O)C=C(P(C2C=CC=C(S([O-])(=O)=O)C=2)C2C=CC=C(S([O-])(=O)=O)C=2)C=1.[Na+].[Na+].[Na+].C(C1(NC([C@@H]2CCCC[C@H]2C2N=C(N3CCC(F)(F)CC3)SC=2[C:75]2[CH:80]=[CH:79][C:78]([N:81]3[CH2:86][CH2:85][S:84](=[O:88])(=O)[CH2:83][CH2:82]3)=[CH:77][CH:76]=2)=O)CC1)#N.C([O-])([O-])=O.[K+].[K+].C[N:104](C=O)C. (5) Given the product [CH2:1]([O:8][C@@H:9]1[C@@H:18]([O:19][CH2:20][C:21]2[CH:22]=[CH:23][CH:24]=[CH:25][CH:26]=2)[C@H:17]([O:27][C@@H:28]2[O:57][C@H:56]([CH2:58][F:59])[C@@H:47]([O:48][CH2:49][C:50]3[CH:51]=[CH:52][CH:53]=[CH:54][CH:55]=3)[C@H:38]([O:39][CH2:40][C:41]3[CH:42]=[CH:43][CH:44]=[CH:45][CH:46]=3)[C@H:29]2[O:30][CH2:31][C:32]2[CH:37]=[CH:36][CH:35]=[CH:34][CH:33]=2)[C@@H:16]([CH2:60][O:61][CH2:62][C:63]2[CH:64]=[CH:65][CH:66]=[CH:67][CH:68]=2)[O:15][CH:10]1[O:11][CH2:12][CH:13]=[CH2:14])[C:2]1[CH:7]=[CH:6][CH:5]=[CH:4][CH:3]=1, predict the reactants needed to synthesize it. The reactants are: [CH2:1]([O:8][C@@H:9]1[C@@H:18]([O:19][CH2:20][C:21]2[CH:26]=[CH:25][CH:24]=[CH:23][CH:22]=2)[C@H:17]([O:27][C@@H:28]2[O:57][C@H:56]([CH2:58][F:59])[C@@H:47]([O:48][CH2:49][C:50]3[CH:55]=[CH:54][CH:53]=[CH:52][CH:51]=3)[C@H:38]([O:39][CH2:40][C:41]3[CH:46]=[CH:45][CH:44]=[CH:43][CH:42]=3)[C@H:29]2[O:30][CH2:31][C:32]2[CH:37]=[CH:36][CH:35]=[CH:34][CH:33]=2)[C@@H:16]([CH2:60][O:61][CH2:62][C:63]2[CH:68]=[CH:67][CH:66]=[CH:65][CH:64]=2)[O:15][C@@H:10]1[O:11][CH2:12][CH:13]=[CH2:14])[C:2]1[CH:7]=[CH:6][CH:5]=[CH:4][CH:3]=1.O1CCCC1.